From a dataset of Full USPTO retrosynthesis dataset with 1.9M reactions from patents (1976-2016). Predict the reactants needed to synthesize the given product. (1) Given the product [C:1]([O:5][C:6]([N:8]1[CH2:9][C@@H:10]([CH2:19][N:20]([CH:36]([CH3:37])[CH3:38])[C:21](=[O:35])[C:22]2[CH:27]=[CH:26][C:25]([CH3:28])=[C:24]([O:29][CH2:30][CH2:31][CH2:32][O:33][CH3:34])[CH:23]=2)[C@H:11]([CH2:13][N:39]=[N+:40]=[N-:41])[CH2:12]1)=[O:7])([CH3:4])([CH3:2])[CH3:3], predict the reactants needed to synthesize it. The reactants are: [C:1]([O:5][C:6]([N:8]1[CH2:12][C@@H:11]([CH2:13]OS(C)(=O)=O)[C@H:10]([CH2:19][N:20]([CH:36]([CH3:38])[CH3:37])[C:21](=[O:35])[C:22]2[CH:27]=[CH:26][C:25]([CH3:28])=[C:24]([O:29][CH2:30][CH2:31][CH2:32][O:33][CH3:34])[CH:23]=2)[CH2:9]1)=[O:7])([CH3:4])([CH3:3])[CH3:2].[N-:39]=[N+:40]=[N-:41].[Na+]. (2) The reactants are: C([Li])CCC.[CH:6]([C:9]1[CH:14]=[CH:13][CH:12]=[CH:11][C:10]=1[O:15][CH2:16][O:17][CH3:18])([CH3:8])[CH3:7].CN(C)CCN(C)C.[Cl-].[NH4+].CN(C)[CH:31]=[O:32]. Given the product [CH:6]([C:9]1[C:10]([O:15][CH2:16][O:17][CH3:18])=[C:11]([CH:12]=[CH:13][CH:14]=1)[CH:31]=[O:32])([CH3:8])[CH3:7], predict the reactants needed to synthesize it. (3) Given the product [Cl:1][C:2]1[C:7]([CH:8]=[O:9])=[C:6]([CH3:10])[N:5]=[C:4]2[N:11]([CH2:16][C:17]3[CH:18]=[CH:19][C:20]([O:23][CH3:24])=[CH:21][CH:22]=3)[C:12]([CH3:15])=[C:13]([CH3:14])[C:3]=12, predict the reactants needed to synthesize it. The reactants are: [Cl:1][C:2]1[C:7]([CH2:8][OH:9])=[C:6]([CH3:10])[N:5]=[C:4]2[N:11]([CH2:16][C:17]3[CH:22]=[CH:21][C:20]([O:23][CH3:24])=[CH:19][CH:18]=3)[C:12]([CH3:15])=[C:13]([CH3:14])[C:3]=12.C(N(CC)CC)C. (4) Given the product [Cl:1][C:2]1[C:7]([C:8]2[CH:13]=[CH:12][CH:11]=[CH:10][CH:9]=2)=[N:6][N:5]=[C:4]2[N:14]([CH3:24])[N:15]=[C:16]([C:17]3[CH:22]=[CH:21][C:20]([C:25]#[N:26])=[CH:19][CH:18]=3)[C:3]=12, predict the reactants needed to synthesize it. The reactants are: [Cl:1][C:2]1[C:7]([C:8]2[CH:13]=[CH:12][CH:11]=[CH:10][CH:9]=2)=[N:6][N:5]=[C:4]2[N:14]([CH3:24])[N:15]=[C:16]([C:17]3[CH:22]=[CH:21][C:20](I)=[CH:19][CH:18]=3)[C:3]=12.[CH3:25][N:26](C=O)C. (5) The reactants are: [CH:1]1([C:4]2[CH:5]=[C:6]([C:10]3[N:15]=[CH:14][C:13]4[CH:16]=[N:17][N:18]([C:19]5[CH:24]=[CH:23][CH:22]=[C:21](F)[N:20]=5)[C:12]=4[CH:11]=3)[CH:7]=[N:8][CH:9]=2)[CH2:3][CH2:2]1.[NH:26]1[CH2:32][CH:31]([OH:33])[CH2:30][NH:29][CH2:28][CH2:27]1. Given the product [CH:1]1([C:4]2[CH:5]=[C:6]([C:10]3[N:15]=[CH:14][C:13]4[CH:16]=[N:17][N:18]([C:19]5[N:20]=[C:21]([N:26]6[CH2:32][CH:31]([OH:33])[CH2:30][NH:29][CH2:28][CH2:27]6)[CH:22]=[CH:23][CH:24]=5)[C:12]=4[CH:11]=3)[CH:7]=[N:8][CH:9]=2)[CH2:3][CH2:2]1, predict the reactants needed to synthesize it.